From a dataset of Catalyst prediction with 721,799 reactions and 888 catalyst types from USPTO. Predict which catalyst facilitates the given reaction. (1) Reactant: FC(F)(F)C(O)=O.[NH2:8][CH2:9][CH2:10][O:11][CH2:12][CH2:13][O:14][CH2:15][CH2:16][O:17][CH2:18][CH2:19][C:20]([OH:22])=[O:21].COC(N1[C:31](=[O:32])[CH:30]=[CH:29][C:28]1=[O:33])=O.S(=O)(=O)(O)O. Product: [O:32]=[C:31]1[CH:30]=[CH:29][C:28](=[O:33])[N:8]1[CH2:9][CH2:10][O:11][CH2:12][CH2:13][O:14][CH2:15][CH2:16][O:17][CH2:18][CH2:19][C:20]([OH:22])=[O:21]. The catalyst class is: 662. (2) Reactant: [C:1]([O:4][CH2:5][C:6]([CH3:27])([CH3:26])[C@H:7]([NH:18][C:19]([O:21][C:22]([CH3:25])([CH3:24])[CH3:23])=[O:20])[C:8]([O:10]CC1C=CC=CC=1)=[O:9])(=[O:3])[CH3:2]. Product: [C:1]([O:4][CH2:5][C:6]([CH3:27])([CH3:26])[C@H:7]([NH:18][C:19]([O:21][C:22]([CH3:25])([CH3:24])[CH3:23])=[O:20])[C:8]([OH:10])=[O:9])(=[O:3])[CH3:2]. The catalyst class is: 19. (3) Reactant: [CH3:1][O:2][C:3]1[CH:4]=[C:5]2[C:10](=[CH:11][CH:12]=1)[NH:9][CH2:8][CH:7]([CH2:13]CC(O)=O)[CH2:6]2.C(C1C(=O)C(Cl)=C(Cl)[C:22](=[O:23])[C:21]=1C#N)#N.CC([O:36]C)(C)C. Product: [CH3:1][O:2][C:3]1[CH:4]=[C:5]2[C:10](=[CH:11][CH:12]=1)[N:9]=[CH:8][C:7]([C:13]([O:23][CH2:22][CH3:21])=[O:36])=[CH:6]2. The catalyst class is: 2.